From a dataset of Full USPTO retrosynthesis dataset with 1.9M reactions from patents (1976-2016). Predict the reactants needed to synthesize the given product. (1) Given the product [O:1]1[CH2:2][CH2:3][O:4][C:5]2[CH:10]=[C:9]([C:15]3[C:23]4[C:18](=[N:19][CH:20]=[N:21][C:22]=4[NH2:24])[N:17]([CH:25]([CH3:27])[CH3:26])[N:16]=3)[CH:8]=[CH:7][C:6]1=2, predict the reactants needed to synthesize it. The reactants are: [O:1]1[C:6]2[CH:7]=[CH:8][C:9](B(O)O)=[CH:10][C:5]=2[O:4][CH2:3][CH2:2]1.I[C:15]1[C:23]2[C:18](=[N:19][CH:20]=[N:21][C:22]=2[NH2:24])[N:17]([CH:25]([CH3:27])[CH3:26])[N:16]=1.C([O-])([O-])=O.[Na+].[Na+]. (2) Given the product [Br:12][C:13]1[N:30]([CH2:31][O:32][CH2:33][CH2:34][Si:35]([CH3:38])([CH3:37])[CH3:36])[C:16]2[CH:17]=[N:18][N:19]([CH2:22][O:23][CH2:24][CH2:25][Si:26]([CH3:29])([CH3:28])[CH3:27])[C:20](=[O:21])[C:15]=2[C:14]=1[CH2:39][O:9][CH:6]([CH3:8])[CH3:7], predict the reactants needed to synthesize it. The reactants are: O1CCCC1.[CH:6]([OH:9])([CH3:8])[CH3:7].[H-].[Na+].[Br:12][C:13]1[N:30]([CH2:31][O:32][CH2:33][CH2:34][Si:35]([CH3:38])([CH3:37])[CH3:36])[C:16]2[CH:17]=[N:18][N:19]([CH2:22][O:23][CH2:24][CH2:25][Si:26]([CH3:29])([CH3:28])[CH3:27])[C:20](=[O:21])[C:15]=2[C:14]=1[CH2:39]Br. (3) Given the product [F:1][C:2]1[C:3]([CH:10]=[O:11])=[CH:4][C:5]([O:8][CH3:9])=[N:6][CH:7]=1, predict the reactants needed to synthesize it. The reactants are: [F:1][C:2]1[C:3]([CH2:10][OH:11])=[CH:4][C:5]([O:8][CH3:9])=[N:6][CH:7]=1.CC(OI1(OC(C)=O)(OC(C)=O)OC(=O)C2C=CC=CC1=2)=O. (4) Given the product [Cl:42][C:43]1[CH:44]=[C:45]([N:49]2[CH2:54][CH2:53][N:52]([C:16]([C:8]3[C:9]4[CH:15]=[CH:14][CH:13]=[CH:12][C:10]=4[S:11][C:7]=3[C:1]3[CH:2]=[CH:3][CH:4]=[CH:5][CH:6]=3)=[O:18])[CH2:51][CH2:50]2)[CH:46]=[CH:47][CH:48]=1, predict the reactants needed to synthesize it. The reactants are: [C:1]1([C:7]2[S:11][C:10]3[CH:12]=[CH:13][CH:14]=[CH:15][C:9]=3[C:8]=2[C:16]([OH:18])=O)[CH:6]=[CH:5][CH:4]=[CH:3][CH:2]=1.Cl.CN(C)CCCN=C=NCC.O.ON1C2C=CC=CC=2N=N1.[Cl:42][C:43]1[CH:44]=[C:45]([N:49]2[CH2:54][CH2:53][NH:52][CH2:51][CH2:50]2)[CH:46]=[CH:47][CH:48]=1. (5) Given the product [CH3:11][N:12]1[CH:16]=[C:15]([N+:17]([O-:19])=[O:18])[C:14]([CH2:20][OH:21])=[N:13]1, predict the reactants needed to synthesize it. The reactants are: [H-].C([Al+]CC(C)C)C(C)C.[CH3:11][N:12]1[CH:16]=[C:15]([N+:17]([O-:19])=[O:18])[C:14]([C:20](OC)=[O:21])=[N:13]1.C(O)(=O)CC(CC(O)=O)(C(O)=O)O. (6) Given the product [CH:11]1([C:2]2[CH:3]=[CH:4][C:5]([C:9]#[N:10])=[N:6][C:7]=2[CH3:8])[CH2:13][CH2:12]1, predict the reactants needed to synthesize it. The reactants are: Br[C:2]1[CH:3]=[CH:4][C:5]([C:9]#[N:10])=[N:6][C:7]=1[CH3:8].[CH:11]1(B(O)O)[CH2:13][CH2:12]1.CC1(C)C2C(=C(P(C3C=CC=CC=3)C3C=CC=CC=3)C=CC=2)OC2C(P(C3C=CC=CC=3)C3C=CC=CC=3)=CC=CC1=2.C([O-])([O-])=O.[Cs+].[Cs+]. (7) Given the product [Cl:1][C:2]1[CH:3]=[C:4]([C:8]2[C:17]3[C:12](=[CH:13][CH:14]=[C:15]([C:18]([C:26]4[CH:27]=[N:28][C:29]([Cl:32])=[CH:30][CH:31]=4)([OH:25])[C:19]4[N:20]([CH3:24])[CH:21]=[N:22][CH:23]=4)[CH:16]=3)[N:11]([CH3:36])[C:10](=[O:33])[CH:9]=2)[CH:5]=[CH:6][CH:7]=1, predict the reactants needed to synthesize it. The reactants are: [Cl:1][C:2]1[CH:3]=[C:4]([C:8]2[C:17]3[C:12](=[CH:13][CH:14]=[C:15]([C:18]([C:26]4[CH:27]=[N:28][C:29]([Cl:32])=[CH:30][CH:31]=4)([OH:25])[C:19]4[N:20]([CH3:24])[CH:21]=[N:22][CH:23]=4)[CH:16]=3)[NH:11][C:10](=[O:33])[CH:9]=2)[CH:5]=[CH:6][CH:7]=1.[OH-].[Na+].[CH3:36]I. (8) Given the product [CH3:29][C:23]1[C:24]([CH3:28])=[CH:25][CH:26]=[CH:27][C:22]=1[C:20]1[N:19]=[C:18]([NH2:30])[N:17]=[C:16]([NH:14][CH2:13][C:11]2[CH:10]=[N:9][N:8]([C:5]3[CH:4]=[CH:3][C:2]([F:1])=[CH:7][CH:6]=3)[CH:12]=2)[CH:21]=1, predict the reactants needed to synthesize it. The reactants are: [F:1][C:2]1[CH:7]=[CH:6][C:5]([N:8]2[CH:12]=[C:11]([CH2:13][NH2:14])[CH:10]=[N:9]2)=[CH:4][CH:3]=1.Cl[C:16]1[CH:21]=[C:20]([C:22]2[CH:27]=[CH:26][CH:25]=[C:24]([CH3:28])[C:23]=2[CH3:29])[N:19]=[C:18]([NH2:30])[N:17]=1. (9) Given the product [F:12][C:13]1[CH:14]=[C:15]([NH:20][CH:21]([C:23]2[CH:24]=[C:25]([C:40]([N:43]3[CH2:47][CH2:46][C@H:45]([OH:48])[CH2:44]3)=[O:41])[CH:26]=[C:27]3[C:32]=2[O:31][C:30]([N:33]2[CH2:34][CH2:35][O:36][CH2:37][CH2:38]2)=[CH:29][C:28]3=[O:39])[CH3:22])[CH:16]=[C:17]([F:19])[CH:18]=1, predict the reactants needed to synthesize it. The reactants are: CCN=C=NCCCN(C)C.[F:12][C:13]1[CH:14]=[C:15]([NH:20][CH:21]([C:23]2[CH:24]=[C:25]([C:40](O)=[O:41])[CH:26]=[C:27]3[C:32]=2[O:31][C:30]([N:33]2[CH2:38][CH2:37][O:36][CH2:35][CH2:34]2)=[CH:29][C:28]3=[O:39])[CH3:22])[CH:16]=[C:17]([F:19])[CH:18]=1.[NH:43]1[CH2:47][CH2:46][C@H:45]([OH:48])[CH2:44]1.OP=O.